Dataset: Forward reaction prediction with 1.9M reactions from USPTO patents (1976-2016). Task: Predict the product of the given reaction. (1) Given the reactants Cl.[NH2:2][C:3]1[C:4]2[C:14]([O:15][CH2:16][C@H:17]3[CH2:22][CH2:21][CH2:20][CH2:19][NH2+:18]3)=[CH:13][CH:12]=[CH:11][C:5]=2[NH:6][S:7](=[O:10])(=[O:9])[N:8]=1.[N:23]1[CH:28]=[CH:27][C:26]([NH:29][C:30](=O)[O:31]C2C=CC([N+]([O-])=O)=CC=2)=[CH:25][CH:24]=1.C(=O)([O-])[O-].[K+].[K+], predict the reaction product. The product is: [NH2:2][C:3]1[C:4]2[C:14]([O:15][CH2:16][C@H:17]3[CH2:22][CH2:21][CH2:20][CH2:19][N:18]3[C:30]([NH:29][C:26]3[CH:27]=[CH:28][N:23]=[CH:24][CH:25]=3)=[O:31])=[CH:13][CH:12]=[CH:11][C:5]=2[NH:6][S:7](=[O:9])(=[O:10])[N:8]=1. (2) Given the reactants [N:1]1[CH:6]=[CH:5][CH:4]=[N:3][C:2]=1[CH2:7][OH:8].[CH:9]1([NH:12][C:13](=[O:31])[C:14]2[CH:19]=[CH:18][C:17]([CH3:20])=[C:16]([NH:21][C:22](=[O:30])[C:23]3[CH:28]=[CH:27][C:26](O)=[CH:25][CH:24]=3)[CH:15]=2)[CH2:11][CH2:10]1, predict the reaction product. The product is: [CH:9]1([NH:12][C:13](=[O:31])[C:14]2[CH:19]=[CH:18][C:17]([CH3:20])=[C:16]([NH:21][C:22](=[O:30])[C:23]3[CH:24]=[CH:25][C:26]([O:8][CH2:7][C:2]4[N:3]=[CH:4][CH:5]=[CH:6][N:1]=4)=[CH:27][CH:28]=3)[CH:15]=2)[CH2:11][CH2:10]1.